From a dataset of Reaction yield outcomes from USPTO patents with 853,638 reactions. Predict the reaction yield, written as a fraction of the theoretical maximum amount of product (1.0 means a 100% yield; for example, 0.34 means a 34% yield). (1) The reactants are C[Al](C)C.[Cl:5][C:6]1[CH:7]=[CH:8][C:9]([NH2:12])=[N:10][CH:11]=1.[CH2:13]([O:15][CH2:16][C@H:17]([O:22][C:23]1[N:28]=[CH:27][N:26]=[C:25]2[N:29]([C:32]3[C:37]([C:38]([F:41])([F:40])[F:39])=[CH:36][CH:35]=[CH:34][N:33]=3)[N:30]=[CH:31][C:24]=12)[C:18](OC)=[O:19])[CH3:14].C(O)(=O)CC(CC(O)=O)(C(O)=O)O. The catalyst is C1(C)C=CC=CC=1.O.C(OCC)(=O)C. The product is [Cl:5][C:6]1[CH:7]=[CH:8][C:9]([NH:12][C:18](=[O:19])[C@@H:17]([O:22][C:23]2[C:24]3[CH:31]=[N:30][N:29]([C:32]4[C:37]([C:38]([F:41])([F:40])[F:39])=[CH:36][CH:35]=[CH:34][N:33]=4)[C:25]=3[N:26]=[CH:27][N:28]=2)[CH2:16][O:15][CH2:13][CH3:14])=[N:10][CH:11]=1. The yield is 0.310. (2) The reactants are [CH3:1][N:2]1[C:10]2[C:5](=[CH:6][C:7]([OH:11])=[CH:8][CH:9]=2)[CH:4]=[N:3]1.Cl[C:13]1[N:20]=[CH:19][CH:18]=[CH:17][C:14]=1[C:15]#[N:16]. The catalyst is CS(C)=O.O. The product is [CH3:1][N:2]1[C:10]2[C:5](=[CH:6][C:7]([O:11][C:13]3[N:20]=[CH:19][CH:18]=[CH:17][C:14]=3[C:15]#[N:16])=[CH:8][CH:9]=2)[CH:4]=[N:3]1. The yield is 0.900. (3) The reactants are [F:1][C:2]([F:22])([F:21])[C:3]1[N:11]2[C:6]([C:7]3([CH2:20][CH2:19][NH:18][CH2:17][CH2:16]3)[O:8][C:9]3[CH:15]=[CH:14][CH:13]=[CH:12][C:10]=32)=[CH:5][CH:4]=1.[C:23]([S:27]([C:30]1[CH:38]=[CH:37][C:33]([C:34](O)=[O:35])=[CH:32][CH:31]=1)(=[O:29])=[O:28])([CH3:26])([CH3:25])[CH3:24].Cl.C(N=C=NCCCN(C)C)C.C(N(CC)CC)C. The catalyst is ClCCl. The product is [C:23]([S:27]([C:30]1[CH:31]=[CH:32][C:33]([C:34]([N:18]2[CH2:17][CH2:16][C:7]3([C:6]4=[CH:5][CH:4]=[C:3]([C:2]([F:1])([F:21])[F:22])[N:11]4[C:10]4[CH:12]=[CH:13][CH:14]=[CH:15][C:9]=4[O:8]3)[CH2:20][CH2:19]2)=[O:35])=[CH:37][CH:38]=1)(=[O:29])=[O:28])([CH3:26])([CH3:25])[CH3:24]. The yield is 0.160. (4) The reactants are Cl[C:2]1[N:3]=[CH:4][C:5]2[CH:10]=[C:9]([C:11]([N:13]([CH3:15])[CH3:14])=[O:12])[N:8]([CH:16]3[CH2:20][CH2:19][CH2:18][CH2:17]3)[C:6]=2[N:7]=1.[NH2:21][C:22]1[CH:31]=[CH:30][C:25]([C:26]([O:28][CH3:29])=[O:27])=[CH:24][N:23]=1.C([O-])([O-])=O.[Cs+].[Cs+].CCCCCCC. The catalyst is O1CCOCC1.CC([O-])=O.CC([O-])=O.[Pd+2].C1C=CC(P(C2C(C3C(P(C4C=CC=CC=4)C4C=CC=CC=4)=CC=C4C=3C=CC=C4)=C3C(C=CC=C3)=CC=2)C2C=CC=CC=2)=CC=1. The product is [CH:16]1([N:8]2[C:6]3[N:7]=[C:2]([NH:21][C:22]4[CH:31]=[CH:30][C:25]([C:26]([O:28][CH3:29])=[O:27])=[CH:24][N:23]=4)[N:3]=[CH:4][C:5]=3[CH:10]=[C:9]2[C:11](=[O:12])[N:13]([CH3:15])[CH3:14])[CH2:20][CH2:19][CH2:18][CH2:17]1. The yield is 0.940.